From a dataset of Forward reaction prediction with 1.9M reactions from USPTO patents (1976-2016). Predict the product of the given reaction. (1) Given the reactants [NH2:1][CH:2]([CH2:12][C:13]1[CH:18]=[CH:17][C:16]([O:19][CH3:20])=[CH:15][CH:14]=1)[CH:3]([C:5]1[CH:10]=[CH:9][C:8]([F:11])=[CH:7][CH:6]=1)[OH:4].[C:21]1([CH2:27][CH2:28][CH2:29][C:30](O)=[O:31])[CH:26]=[CH:25][CH:24]=[CH:23][CH:22]=1.Cl.C(N=C=NCCCN(C)C)C.ON1C2C=CC=CC=2N=N1, predict the reaction product. The product is: [F:11][C:8]1[CH:7]=[CH:6][C:5]([CH:3]([OH:4])[CH:2]([NH:1][C:30](=[O:31])[CH2:29][CH2:28][CH2:27][C:21]2[CH:26]=[CH:25][CH:24]=[CH:23][CH:22]=2)[CH2:12][C:13]2[CH:14]=[CH:15][C:16]([O:19][CH3:20])=[CH:17][CH:18]=2)=[CH:10][CH:9]=1. (2) Given the reactants Br[CH2:2][CH2:3][CH2:4][CH2:5][CH2:6][C:7]#[N:8].[Cl:9][C:10]1[CH:15]=[CH:14][C:13]([OH:16])=[CH:12][CH:11]=1.C([O-])([O-])=O.[K+].[K+], predict the reaction product. The product is: [Cl:9][C:10]1[CH:15]=[CH:14][C:13]([O:16][CH2:2][CH2:3][CH2:4][CH2:5][CH2:6][C:7]#[N:8])=[CH:12][CH:11]=1. (3) Given the reactants [CH2:1]([O:3][C:4]([C:6]1[CH:7]=[CH:8][N:9]2[C:14]=1[CH2:13][CH2:12][CH2:11][CH2:10]2)=[O:5])[CH3:2].[Cl:15][C:16]([Cl:21])([Cl:20])[C:17](Cl)=[O:18], predict the reaction product. The product is: [CH2:1]([O:3][C:4]([C:6]1[CH:7]=[C:8]([C:17](=[O:18])[C:16]([Cl:21])([Cl:20])[Cl:15])[N:9]2[C:14]=1[CH2:13][CH2:12][CH2:11][CH2:10]2)=[O:5])[CH3:2]. (4) Given the reactants [Cl:1][C:2]1[C:11]2[C:6](=[CH:7][C:8]([O:12][CH3:13])=[CH:9][CH:10]=2)[CH:5]=[CH:4][C:3]=1[OH:14].[F:15][C:16]([F:29])([F:28])[S:17](O[S:17]([C:16]([F:29])([F:28])[F:15])(=[O:19])=[O:18])(=[O:19])=[O:18], predict the reaction product. The product is: [F:15][C:16]([F:29])([F:28])[S:17]([O:14][C:3]1[CH:4]=[CH:5][C:6]2[C:11](=[CH:10][CH:9]=[C:8]([O:12][CH3:13])[CH:7]=2)[C:2]=1[Cl:1])(=[O:19])=[O:18]. (5) The product is: [C:14]([N:7]1[C:8]2[C:13](=[CH:12][CH:11]=[CH:10][CH:9]=2)[C:5](=[O:4])[C:6]1=[CH:17][C:18]([C:19]#[N:20])=[C:21]1[N:22]([CH3:30])[CH2:25][CH:26]([CH2:27][OH:28])[O:29]1)(=[O:16])[CH3:15]. Given the reactants C([O:4][C:5]1[C:13]2[C:8](=[CH:9][CH:10]=[CH:11][CH:12]=2)[N:7]([C:14](=[O:16])[CH3:15])[C:6]=1[CH:17]=[C:18]([C:21]#[N:22])[C:19]#[N:20])(=O)C.CN[CH2:25][CH:26]([OH:29])[CH2:27][OH:28].[CH:30](O)(C)C, predict the reaction product. (6) Given the reactants [C:1]1([C@@H:7]2[CH2:9][C@H:8]2[NH:10][CH2:11][CH2:12][CH:13]2[CH2:18][CH2:17][N:16]([C:19]([O:21][C:22]([CH3:25])([CH3:24])[CH3:23])=[O:20])[CH2:15][CH2:14]2)[CH:6]=[CH:5][CH:4]=[CH:3][CH:2]=1.C(N(CC)CC)C.[F:33][C:34]([F:45])([F:44])[C:35](O[C:35](=[O:36])[C:34]([F:45])([F:44])[F:33])=[O:36], predict the reaction product. The product is: [C:22]([O:21][C:19]([N:16]1[CH2:17][CH2:18][CH:13]([CH2:12][CH2:11][N:10]([C@@H:8]2[CH2:9][C@H:7]2[C:1]2[CH:6]=[CH:5][CH:4]=[CH:3][CH:2]=2)[C:35](=[O:36])[C:34]([F:45])([F:44])[F:33])[CH2:14][CH2:15]1)=[O:20])([CH3:25])([CH3:24])[CH3:23]. (7) Given the reactants [C:1]([CH:3]1[CH2:8][CH2:7][N:6]([C:9]([O:11][C:12]([CH3:15])([CH3:14])[CH3:13])=[O:10])[CH2:5][CH2:4]1)#[N:2].F[C:17]1[CH:22]=[CH:21][CH:20]=[CH:19][N:18]=1.C[Si]([N-][Si](C)(C)C)(C)C.[Na+].[Cl-].[NH4+], predict the reaction product. The product is: [C:1]([C:3]1([C:17]2[CH:22]=[CH:21][CH:20]=[CH:19][N:18]=2)[CH2:8][CH2:7][N:6]([C:9]([O:11][C:12]([CH3:15])([CH3:14])[CH3:13])=[O:10])[CH2:5][CH2:4]1)#[N:2]. (8) Given the reactants Cl.Cl.ClC1[C:8]([N:9]([CH2:16][CH3:17])[C:10](=[O:15])[CH2:11][CH2:12][NH:13][CH3:14])=[CH:7][N:6]([C:18]2[CH:19]=[N:20][CH:21]=[CH:22][CH:23]=2)[N:5]=1.CCN(C(C)C)C(C)C.[C:33](Cl)(=[O:35])[CH3:34].[CH2:37]([Cl:39])Cl, predict the reaction product. The product is: [Cl:39][C:37]1[C:8]([N:9]([CH2:16][CH3:17])[C:10](=[O:15])[CH2:11][CH2:12][N:13]([CH3:14])[C:33](=[O:35])[CH3:34])=[CH:7][N:6]([C:18]2[CH:19]=[N:20][CH:21]=[CH:22][CH:23]=2)[N:5]=1. (9) Given the reactants Cl.F[C:3]1[CH:4]=[C:5]2[C:10](=[CH:11][CH:12]=1)[CH:9]=[N:8][CH:7]=[CH:6]2.[NH2:13][C@@H:14]1[CH2:19][CH2:18][C@H:17]([OH:20])[CH2:16][CH2:15]1, predict the reaction product. The product is: [CH:9]1[C:10]2[C:5](=[CH:4][C:3]([O:20][C@@H:17]3[CH2:18][CH2:19][C@H:14]([NH2:13])[CH2:15][CH2:16]3)=[CH:12][CH:11]=2)[CH:6]=[CH:7][N:8]=1.